This data is from Forward reaction prediction with 1.9M reactions from USPTO patents (1976-2016). The task is: Predict the product of the given reaction. (1) Given the reactants [C:1]([NH:4][C:5]1[S:6][CH:7]=[C:8]([CH2:10][CH2:11][C:12]2[CH:17]=[CH:16][C:15]([CH2:18][C:19]([OH:21])=O)=[CH:14][CH:13]=2)[N:9]=1)(=[O:3])[CH3:2].Cl.[NH2:23][C:24]([NH2:26])=[NH:25].C[O-].[Na+], predict the reaction product. The product is: [C:1]([NH:4][C:5]1[S:6][CH:7]=[C:8]([CH2:10][CH2:11][C:12]2[CH:13]=[CH:14][C:15]([CH2:18][C:19]([NH:25][C:24]([NH2:26])=[NH:23])=[O:21])=[CH:16][CH:17]=2)[N:9]=1)(=[O:3])[CH3:2]. (2) The product is: [N:29]1([C:30]2[CH:31]=[CH:32][C:33]([NH:36][C:4]3[N:9]=[CH:8][C:7]4=[CH:10][CH:11]=[C:12]([C:13]5[CH:18]=[CH:17][CH:16]=[CH:15][C:14]=5[NH:19][S:20]([CH3:23])(=[O:22])=[O:21])[N:6]4[N:5]=3)=[CH:34][CH:35]=2)[CH2:28][CH2:27][O:26][CH2:25][CH2:24]1. Given the reactants CS([C:4]1[N:9]=[CH:8][C:7]2=[CH:10][CH:11]=[C:12]([C:13]3[CH:18]=[CH:17][CH:16]=[CH:15][C:14]=3[NH:19][S:20]([CH3:23])(=[O:22])=[O:21])[N:6]2[N:5]=1)=O.[CH2:24]1[N:29]([C:30]2[CH:35]=[CH:34][C:33]([NH2:36])=[CH:32][CH:31]=2)[CH2:28][CH2:27][O:26][CH2:25]1.C(N(CC)C(C)C)(C)C.COCC(O)C, predict the reaction product. (3) Given the reactants CS[C:3](SC)=[C:4]1[C:13](=[O:14])[C:12]([CH2:18][CH2:19][CH3:20])([CH2:15][CH2:16][CH3:17])[C:11]2[C:6](=[CH:7][C:8]([F:21])=[CH:9][CH:10]=2)[C:5]1=[O:22].CSC(SC)=C1C(=O)C(CCCC)(CCCC)C2C(=CC=CC=2)C1=O.[NH2:50][C:51]1[CH:56]=[CH:55][CH:54]=[CH:53][C:52]=1[S:57]([NH2:60])(=[O:59])=[O:58].NC1C=CC(OCC2C=CC=CC=2)=CC=1S(N)(=O)=O, predict the reaction product. The product is: [O:58]=[S:57]1(=[O:59])[C:52]2[CH:53]=[CH:54][CH:55]=[CH:56][C:51]=2[NH:50][C:3]([C:4]2[C:13](=[O:14])[C:12]([CH2:18][CH2:19][CH3:20])([CH2:15][CH2:16][CH3:17])[C:11]3[C:6]([C:5]=2[OH:22])=[CH:7][C:8]([F:21])=[CH:9][CH:10]=3)=[N:60]1.